The task is: Predict the reactants needed to synthesize the given product.. This data is from Full USPTO retrosynthesis dataset with 1.9M reactions from patents (1976-2016). (1) Given the product [O:20]([C:18]([N:12]1[CH2:13][CH2:14][CH:9]([C:7](=[O:8])[C:6]2[CH:5]=[CH:4][C:3]([F:2])=[CH:16][CH:15]=2)[CH2:10][CH2:11]1)=[O:19])[C:21]1[CH:26]=[CH:25][CH:24]=[CH:23][CH:22]=1, predict the reactants needed to synthesize it. The reactants are: Cl.[F:2][C:3]1[CH:16]=[CH:15][C:6]([C:7]([CH:9]2[CH2:14][CH2:13][NH:12][CH2:11][CH2:10]2)=[O:8])=[CH:5][CH:4]=1.Cl[C:18]([O:20][C:21]1[CH:26]=[CH:25][CH:24]=[CH:23][CH:22]=1)=[O:19].C(O)C(N)(CO)CO. (2) Given the product [O:1]=[C:2]([C:6]1[N:14]2[C:9]([CH:10]=[CH:11][CH:12]=[CH:13]2)=[CH:8][C:7]=1[C:15]1[CH:20]=[CH:19][CH:18]=[CH:17][CH:16]=1)[C:3]([NH:23][C:26]1[CH:27]=[CH:8][C:7]([CH3:15])=[CH:6][CH:2]=1)=[O:4], predict the reactants needed to synthesize it. The reactants are: [O:1]=[C:2]([C:6]1[N:14]2[C:9]([CH:10]=[CH:11][CH:12]=[CH:13]2)=[CH:8][C:7]=1[C:15]1[CH:20]=[CH:19][CH:18]=[CH:17][CH:16]=1)[C:3](Cl)=[O:4].C([N:23]([CH2:26][CH3:27])CC)C. (3) Given the product [Cl:1][C:2]1[C:3]([NH:11][S:12]([C:15]2[CH:20]=[CH:19][C:18]([F:21])=[CH:17][CH:16]=2)(=[O:14])=[O:13])=[CH:4][C:5]([C:23]2[CH:24]=[CH:25][C:26]3[N:27]([C:29]([C:32]#[C:33][Si:34]([CH3:35])([CH3:37])[CH3:36])=[CH:30][N:31]=3)[N:28]=2)=[CH:6][N:7]=1, predict the reactants needed to synthesize it. The reactants are: [Cl:1][C:2]1[N:7]=[CH:6][C:5](B(O)O)=[CH:4][C:3]=1[NH:11][S:12]([C:15]1[CH:20]=[CH:19][C:18]([F:21])=[CH:17][CH:16]=1)(=[O:14])=[O:13].Br[C:23]1[CH:24]=[CH:25][C:26]2[N:27]([C:29]([C:32]#[C:33][Si:34]([CH3:37])([CH3:36])[CH3:35])=[CH:30][N:31]=2)[N:28]=1.C(Cl)Cl.C([O-])([O-])=O.[Na+].[Na+]. (4) Given the product [CH2:51]([O:58][C:59]([N:61]1[CH2:65][CH:64]([C:66]2[C:74]3[C:69](=[CH:70][C:71]([F:75])=[CH:72][CH:73]=3)[NH:68][CH:67]=2)[CH:63]2[N:76]([C:79](=[O:89])[CH:80]([NH:88][C:14](=[O:16])[CH:12]([N:11]([C:1]([O:3][CH2:4][C:5]3[CH:6]=[CH:7][CH:8]=[CH:9][CH:10]=3)=[O:2])[CH3:17])[CH3:13])[CH:81]([O:83][C:84]([CH3:86])([CH3:85])[CH3:87])[CH3:82])[CH2:77][CH2:78][CH:62]12)=[O:60])[C:52]1[CH:53]=[CH:54][CH:55]=[CH:56][CH:57]=1, predict the reactants needed to synthesize it. The reactants are: [C:1]([N:11]([CH3:17])[C@H:12]([C:14]([OH:16])=O)[CH3:13])([O:3][CH2:4][C:5]1[CH:10]=[CH:9][CH:8]=[CH:7][CH:6]=1)=[O:2].CN(C(ON1N=NC2C=CC=NC1=2)=[N+](C)C)C.F[P-](F)(F)(F)(F)F.CCN(C(C)C)C(C)C.[CH2:51]([O:58][C:59]([N:61]1[CH2:65][CH:64]([C:66]2[C:74]3[C:69](=[CH:70][C:71]([F:75])=[CH:72][CH:73]=3)[NH:68][CH:67]=2)[CH:63]2[N:76]([C:79](=[O:89])[CH:80]([NH2:88])[CH:81]([O:83][C:84]([CH3:87])([CH3:86])[CH3:85])[CH3:82])[CH2:77][CH2:78][CH:62]12)=[O:60])[C:52]1[CH:57]=[CH:56][CH:55]=[CH:54][CH:53]=1. (5) Given the product [C:1]([Si:5]([CH3:17])([CH3:18])[O:6][Si:7]([CH2:24][CH2:23][CH2:22][N:20]([CH3:21])[CH3:19])([CH3:16])[O:8][Si:9]([C:12]([CH3:15])([CH3:14])[CH3:13])([CH3:11])[CH3:10])([CH3:4])([CH3:3])[CH3:2], predict the reactants needed to synthesize it. The reactants are: [C:1]([Si:5]([CH3:18])([CH3:17])[O:6][SiH:7]([CH3:16])[O:8][Si:9]([C:12]([CH3:15])([CH3:14])[CH3:13])([CH3:11])[CH3:10])([CH3:4])([CH3:3])[CH3:2].[CH3:19][N:20]([CH2:22][CH:23]=[CH2:24])[CH3:21].